From a dataset of Forward reaction prediction with 1.9M reactions from USPTO patents (1976-2016). Predict the product of the given reaction. (1) Given the reactants [F:1][C:2]1[C:7]([O:8][CH3:9])=[CH:6][C:5]([O:10][CH3:11])=[C:4]([F:12])[C:3]=1[C:13]1[C:22]2[N:21]=[CH:20][CH:19]=[N:18][C:17]=2[C:16]([C:23](O)=[O:24])=[CH:15][CH:14]=1.[N+:26]([C:29]1[NH:30][CH:31]=[C:32]([CH2:34][N:35]2[CH2:39][CH2:38][CH2:37][CH2:36]2)[N:33]=1)([O-])=O.CO.C1COCC1.CO, predict the reaction product. The product is: [N:35]1([CH2:34][C:32]2[N:33]=[C:29]([NH:26][C:23]([C:16]3[C:17]4[N:18]=[CH:19][CH:20]=[N:21][C:22]=4[C:13]([C:3]4[C:2]([F:1])=[C:7]([O:8][CH3:9])[CH:6]=[C:5]([O:10][CH3:11])[C:4]=4[F:12])=[CH:14][CH:15]=3)=[O:24])[NH:30][CH:31]=2)[CH2:39][CH2:38][CH2:37][CH2:36]1. (2) Given the reactants [CH:1]1([N:6]2[CH2:12][C:11]([F:14])([F:13])[C:10](=[O:15])[N:9]([CH3:16])[C:8]3[CH:17]=[N:18][C:19]([NH:21][C:22]4[CH:30]=[CH:29][C:25]([C:26](O)=[O:27])=[C:24]([CH3:31])[CH:23]=4)=[N:20][C:7]2=3)[CH2:5][CH2:4][CH2:3][CH2:2]1.CN(C(ON1N=NC2C=CC=NC1=2)=[N+](C)C)C.F[P-](F)(F)(F)(F)F.[CH3:56][N:57]1[CH2:62][CH2:61][CH:60]([NH2:63])[CH2:59][CH2:58]1, predict the reaction product. The product is: [CH:1]1([N:6]2[CH2:12][C:11]([F:14])([F:13])[C:10](=[O:15])[N:9]([CH3:16])[C:8]3[CH:17]=[N:18][C:19]([NH:21][C:22]4[CH:30]=[CH:29][C:25]([C:26]([NH:63][CH:60]5[CH2:61][CH2:62][N:57]([CH3:56])[CH2:58][CH2:59]5)=[O:27])=[C:24]([CH3:31])[CH:23]=4)=[N:20][C:7]2=3)[CH2:5][CH2:4][CH2:3][CH2:2]1.